From a dataset of Peptide-MHC class I binding affinity with 185,985 pairs from IEDB/IMGT. Regression. Given a peptide amino acid sequence and an MHC pseudo amino acid sequence, predict their binding affinity value. This is MHC class I binding data. (1) The peptide sequence is RVRAAMKPI. The binding affinity (normalized) is 0.0847. The MHC is HLA-B48:01 with pseudo-sequence HLA-B48:01. (2) The peptide sequence is STYQPLPLY. The MHC is HLA-B15:01 with pseudo-sequence HLA-B15:01. The binding affinity (normalized) is 0.703. (3) The peptide sequence is IIAVFDSKL. The MHC is HLA-A02:01 with pseudo-sequence HLA-A02:01. The binding affinity (normalized) is 0.309. (4) The peptide sequence is RKCCRAKFKQLLQH. The MHC is HLA-B54:01 with pseudo-sequence HLA-B54:01. The binding affinity (normalized) is 0. (5) The peptide sequence is DTMRIYCSL. The MHC is HLA-A02:03 with pseudo-sequence HLA-A02:03. The binding affinity (normalized) is 0.205. (6) The peptide sequence is LILAEYIRHR. The MHC is HLA-A31:01 with pseudo-sequence HLA-A31:01. The binding affinity (normalized) is 0.595.